This data is from Catalyst prediction with 721,799 reactions and 888 catalyst types from USPTO. The task is: Predict which catalyst facilitates the given reaction. The catalyst class is: 31. Reactant: [NH2:1][CH2:2][CH2:3][CH:4]1[CH2:9][CH2:8][N:7]([C:10](=[O:21])/[CH:11]=[CH:12]/[C:13]2[CH:18]=[C:17]([Cl:19])[CH:16]=[C:15]([Cl:20])[CH:14]=2)[CH2:6][CH2:5]1.C(OC(C1OC(Cl)=NC=1)=O)C.[O:33]=[C:34]1[NH:38][CH:37]=[C:36]([C:39](O)=[O:40])[O:35]1.CCN(C(C)C)C(C)C.C(P1(=O)OP(CCC)(=O)OP(CCC)(=O)O1)CC. Product: [Cl:20][C:15]1[CH:14]=[C:13](/[CH:12]=[CH:11]/[C:10]([N:7]2[CH2:6][CH2:5][CH:4]([CH2:3][CH2:2][NH:1][C:39]([C:36]3[O:35][C:34](=[O:33])[NH:38][CH:37]=3)=[O:40])[CH2:9][CH2:8]2)=[O:21])[CH:18]=[C:17]([Cl:19])[CH:16]=1.